Dataset: Catalyst prediction with 721,799 reactions and 888 catalyst types from USPTO. Task: Predict which catalyst facilitates the given reaction. Reactant: [C:1]1([CH2:11][C:12]([NH:14][C@H:15]([C:19]([NH:21][CH:22]([CH:31]([OH:34])[CH2:32][F:33])[CH2:23][C:24]([O:26]C(C)(C)C)=[O:25])=[O:20])[CH:16]([CH3:18])[CH3:17])=[O:13])[C:10]2[C:5](=[CH:6][CH:7]=[CH:8][CH:9]=2)[CH:4]=[CH:3][CH:2]=1.C[N+]1([O-])CCOCC1. Product: [C:1]1([CH2:11][C:12]([NH:14][C@H:15]([C:19]([NH:21][CH:22]([C:31](=[O:34])[CH2:32][F:33])[CH2:23][C:24]([OH:26])=[O:25])=[O:20])[CH:16]([CH3:18])[CH3:17])=[O:13])[C:10]2[C:5](=[CH:6][CH:7]=[CH:8][CH:9]=2)[CH:4]=[CH:3][CH:2]=1. The catalyst class is: 678.